Task: Regression. Given two drug SMILES strings and cell line genomic features, predict the synergy score measuring deviation from expected non-interaction effect.. Dataset: NCI-60 drug combinations with 297,098 pairs across 59 cell lines Drug 1: C1=CC=C(C=C1)NC(=O)CCCCCCC(=O)NO. Drug 2: CC12CCC3C(C1CCC2OP(=O)(O)O)CCC4=C3C=CC(=C4)OC(=O)N(CCCl)CCCl.[Na+]. Cell line: HCT116. Synergy scores: CSS=28.0, Synergy_ZIP=-13.1, Synergy_Bliss=-14.7, Synergy_Loewe=-26.5, Synergy_HSA=-13.2.